From a dataset of Full USPTO retrosynthesis dataset with 1.9M reactions from patents (1976-2016). Predict the reactants needed to synthesize the given product. (1) Given the product [OH:31][C:25]1([C:23]#[C:24][C:2]2[CH:3]=[CH:4][C:5]3[O:11][CH2:10][CH2:9][N:8]4[C:12]([C:18]([NH:20][CH3:21])=[O:19])=[C:13]([C:15]([NH2:17])=[O:16])[N:14]=[C:7]4[C:6]=3[CH:22]=2)[CH2:30][CH2:29][CH2:28][CH2:27][CH2:26]1, predict the reactants needed to synthesize it. The reactants are: Br[C:2]1[CH:3]=[CH:4][C:5]2[O:11][CH2:10][CH2:9][N:8]3[C:12]([C:18]([NH:20][CH3:21])=[O:19])=[C:13]([C:15]([NH2:17])=[O:16])[N:14]=[C:7]3[C:6]=2[CH:22]=1.[C:23]([C:25]1([OH:31])[CH2:30][CH2:29][CH2:28][CH2:27][CH2:26]1)#[CH:24]. (2) The reactants are: [F:1][C:2]([F:30])([F:29])[C:3]1[CH:4]=[C:5]([CH:22]=[C:23]([C:25]([F:28])([F:27])[F:26])[CH:24]=1)[CH2:6][O:7][CH2:8][C:9]1([C:16]2[CH:21]=[CH:20][CH:19]=[CH:18][CH:17]=2)[CH2:14][CH2:13][CH2:12][C:11](=O)[CH2:10]1.[CH3:31][OH:32].[BH4-].[Na+].[OH2:35].[CH3:36][NH2:37]. Given the product [F:1][C:2]([F:30])([F:29])[C:31]([OH:35])=[O:32].[F:1][C:2]([F:30])([F:29])[C:3]1[CH:4]=[C:5]([CH:22]=[C:23]([C:25]([F:28])([F:27])[F:26])[CH:24]=1)[CH2:6][O:7][CH2:8][C:9]1([C:16]2[CH:21]=[CH:20][CH:19]=[CH:18][CH:17]=2)[CH2:14][CH2:13][CH2:12][CH:11]([NH:37][CH3:36])[CH2:10]1, predict the reactants needed to synthesize it. (3) Given the product [CH2:27]([O:24][CH2:23][C:19]1[N:18]=[C:17]([CH2:16][N:13]2[C:8]3[N:9]=[C:10]([N:12]([CH2:22][CH:17]=[CH2:16])[CH2:6][CH:2]=[CH2:3])[N:11]=[C:6]([C:2]4[O:1][CH:5]=[CH:4][CH:3]=4)[C:7]=3[N:15]=[N:14]2)[CH:22]=[CH:21][CH:20]=1)[CH:28]=[CH2:29], predict the reactants needed to synthesize it. The reactants are: [O:1]1[CH:5]=[CH:4][CH:3]=[C:2]1[C:6]1[C:7]2[N:15]=[N:14][N:13]([CH2:16][C:17]3[CH:22]=[CH:21][CH:20]=[C:19]([CH2:23][OH:24])[N:18]=3)[C:8]=2[N:9]=[C:10]([NH2:12])[N:11]=1.[H-].[Na+].[CH2:27](Br)[CH:28]=[CH2:29]. (4) Given the product [CH3:12][C:13]1[CH:21]=[CH:20][CH:19]=[C:15]([C:16]2[O:1][N:2]=[C:3]([C:5]3[C:10]([CH3:11])=[CH:9][CH:8]=[CH:7][N:6]=3)[N:4]=2)[C:14]=1[OH:22], predict the reactants needed to synthesize it. The reactants are: [OH:1][NH:2][C:3]([C:5]1[C:10]([CH3:11])=[CH:9][CH:8]=[CH:7][N:6]=1)=[NH:4].[CH3:12][C:13]1[CH:21]=[CH:20][CH:19]=[C:15]([C:16](O)=O)[C:14]=1[OH:22]. (5) Given the product [N:17]1([C:16]2[NH:8][C:9]3[C:14]([N:15]=2)=[C:13]([NH2:22])[N:12]=[CH:11][N:10]=3)[CH:21]=[CH:20][CH:19]=[N:18]1, predict the reactants needed to synthesize it. The reactants are: C([N:8]1[C:16]([N:17]2[CH:21]=[CH:20][CH:19]=[N:18]2)=[N:15][C:14]2[C:9]1=[N:10][CH:11]=[N:12][C:13]=2[NH2:22])C1C=CC=CC=1.C([O-])=O.[NH4+]. (6) Given the product [CH:26]1([NH:29][C:6]2[C:5]3[C:10](=[CH:11][C:2]([F:1])=[C:3]([CH:23]([CH3:25])[CH3:24])[CH:4]=3)[N:9]=[C:8]([N:12]3[CH:16]=[C:15]([C:17]([OH:19])=[O:18])[CH:14]=[N:13]3)[N:7]=2)[CH2:28][CH2:27]1, predict the reactants needed to synthesize it. The reactants are: [F:1][C:2]1[CH:11]=[C:10]2[C:5]([C:6](=O)[NH:7][C:8]([N:12]3[CH:16]=[C:15]([C:17]([O:19]CC)=[O:18])[CH:14]=[N:13]3)=[N:9]2)=[CH:4][C:3]=1[CH:23]([CH3:25])[CH3:24].[CH:26]1([NH2:29])[CH2:28][CH2:27]1. (7) Given the product [Cl:1][C:2]1[CH:3]=[C:4]([NH:15][C:16]2[C:25]3[C:20](=[CH:21][C:22]([N:41]4[CH2:40][CH2:39][N:38]([CH:35]5[CH2:36][CH2:37][N:32]([CH3:31])[CH2:33][CH2:34]5)[CH2:43][CH2:42]4)=[C:23]([O:26][CH3:27])[CH:24]=3)[N:19]=[CH:18][C:17]=2[C:29]#[N:30])[CH:5]=[CH:6][C:7]=1[S:8][C:9]1[N:10]([CH3:14])[CH:11]=[CH:12][N:13]=1, predict the reactants needed to synthesize it. The reactants are: [Cl:1][C:2]1[CH:3]=[C:4]([NH:15][C:16]2[C:25]3[C:20](=[CH:21][C:22](F)=[C:23]([O:26][CH3:27])[CH:24]=3)[N:19]=[CH:18][C:17]=2[C:29]#[N:30])[CH:5]=[CH:6][C:7]=1[S:8][C:9]1[N:10]([CH3:14])[CH:11]=[CH:12][N:13]=1.[CH3:31][N:32]1[CH2:37][CH2:36][CH:35]([N:38]2[CH2:43][CH2:42][NH:41][CH2:40][CH2:39]2)[CH2:34][CH2:33]1. (8) The reactants are: [C:1]([O:4][CH2:5][C:6]([CH3:49])([CH3:48])[CH2:7][N:8]1[C:14]2[CH:15]=[CH:16][C:17]([Cl:19])=[CH:18][C:13]=2[C@@H:12]([C:20]2[CH:25]=[CH:24][CH:23]=[C:22]([O:26][CH3:27])[C:21]=2[O:28][CH3:29])[O:11][C@H:10]([CH2:30][C:31]([NH:33][C:34]2[CH:39]=[CH:38][C:37]([CH2:40][CH2:41][C:42]([O:44]CC)=[O:43])=[CH:36][CH:35]=2)=[O:32])[C:9]1=[O:47])(=[O:3])[CH3:2].[OH-].[Na+].C(O)C. Given the product [C:1]([O:4][CH2:5][C:6]([CH3:49])([CH3:48])[CH2:7][N:8]1[C:14]2[CH:15]=[CH:16][C:17]([Cl:19])=[CH:18][C:13]=2[C@@H:12]([C:20]2[CH:25]=[CH:24][CH:23]=[C:22]([O:26][CH3:27])[C:21]=2[O:28][CH3:29])[O:11][C@H:10]([CH2:30][C:31]([NH:33][C:34]2[CH:39]=[CH:38][C:37]([CH2:40][CH2:41][C:42]([OH:44])=[O:43])=[CH:36][CH:35]=2)=[O:32])[C:9]1=[O:47])(=[O:3])[CH3:2], predict the reactants needed to synthesize it.